Predict the reaction yield, written as a fraction of the theoretical maximum amount of product (1.0 means a 100% yield; for example, 0.34 means a 34% yield). From a dataset of Reaction yield outcomes from USPTO patents with 853,638 reactions. The reactants are [Na].[Br:2][C:3]1[CH:8]=[CH:7][C:6]([C:9]2[N:10]=[C:11]([C:15]([OH:17])=O)[N:12]([CH3:14])[CH:13]=2)=[CH:5][CH:4]=1.CN1CCOCC1.ClC(OCC(C)C)=O.Cl.[CH3:34][NH:35][O:36][CH3:37]. The catalyst is C(Cl)Cl. The product is [Br:2][C:3]1[CH:4]=[CH:5][C:6]([C:9]2[N:10]=[C:11]([C:15]([N:35]([CH3:34])[O:36][CH3:37])=[O:17])[N:12]([CH3:14])[CH:13]=2)=[CH:7][CH:8]=1. The yield is 0.320.